From a dataset of NCI-60 drug combinations with 297,098 pairs across 59 cell lines. Regression. Given two drug SMILES strings and cell line genomic features, predict the synergy score measuring deviation from expected non-interaction effect. (1) Drug 1: CC1=C(C=C(C=C1)C(=O)NC2=CC(=CC(=C2)C(F)(F)F)N3C=C(N=C3)C)NC4=NC=CC(=N4)C5=CN=CC=C5. Drug 2: CC(C)CN1C=NC2=C1C3=CC=CC=C3N=C2N. Cell line: HS 578T. Synergy scores: CSS=3.48, Synergy_ZIP=-6.17, Synergy_Bliss=-10.9, Synergy_Loewe=-6.72, Synergy_HSA=-6.55. (2) Drug 1: C1=CC=C(C(=C1)C(C2=CC=C(C=C2)Cl)C(Cl)Cl)Cl. Drug 2: CCCCCOC(=O)NC1=NC(=O)N(C=C1F)C2C(C(C(O2)C)O)O. Cell line: BT-549. Synergy scores: CSS=3.91, Synergy_ZIP=1.12, Synergy_Bliss=-6.11, Synergy_Loewe=-2.78, Synergy_HSA=-2.63. (3) Drug 1: CC1=C2C(C(=O)C3(C(CC4C(C3C(C(C2(C)C)(CC1OC(=O)C(C(C5=CC=CC=C5)NC(=O)C6=CC=CC=C6)O)O)OC(=O)C7=CC=CC=C7)(CO4)OC(=O)C)O)C)OC(=O)C. Drug 2: C1CC(=O)NC(=O)C1N2C(=O)C3=CC=CC=C3C2=O. Cell line: MDA-MB-231. Synergy scores: CSS=31.5, Synergy_ZIP=-0.616, Synergy_Bliss=4.52, Synergy_Loewe=-16.4, Synergy_HSA=2.11. (4) Drug 1: C1CCC(C1)C(CC#N)N2C=C(C=N2)C3=C4C=CNC4=NC=N3. Drug 2: CCC(=C(C1=CC=CC=C1)C2=CC=C(C=C2)OCCN(C)C)C3=CC=CC=C3.C(C(=O)O)C(CC(=O)O)(C(=O)O)O. Cell line: SF-539. Synergy scores: CSS=3.19, Synergy_ZIP=-1.69, Synergy_Bliss=-1.11, Synergy_Loewe=-1.25, Synergy_HSA=-0.807.